From a dataset of Peptide-MHC class II binding affinity with 134,281 pairs from IEDB. Regression. Given a peptide amino acid sequence and an MHC pseudo amino acid sequence, predict their binding affinity value. This is MHC class II binding data. (1) The peptide sequence is YLEEHPSAGKDPKKT. The MHC is DRB3_0101 with pseudo-sequence DRB3_0101. The binding affinity (normalized) is 0. (2) The peptide sequence is GELQIVDPIDAAFKI. The MHC is DRB1_0101 with pseudo-sequence DRB1_0101. The binding affinity (normalized) is 0.564. (3) The peptide sequence is HYLALLVKYAAGDGN. The MHC is DRB1_0802 with pseudo-sequence DRB1_0802. The binding affinity (normalized) is 0.397. (4) The peptide sequence is LAKYKANWIEIMRIK. The MHC is DRB1_0802 with pseudo-sequence DRB1_0802. The binding affinity (normalized) is 0.501. (5) The peptide sequence is ENKYFAATQFEPLAA. The MHC is DRB1_1001 with pseudo-sequence DRB1_1001. The binding affinity (normalized) is 0.569. (6) The peptide sequence is VPRRGPRGGPGRSYA. The MHC is HLA-DPA10201-DPB10501 with pseudo-sequence HLA-DPA10201-DPB10501. The binding affinity (normalized) is 0. (7) The peptide sequence is ISGIQYLAGLSTLPGNPA. The MHC is DRB1_0401 with pseudo-sequence DRB1_0401. The binding affinity (normalized) is 0.